This data is from Catalyst prediction with 721,799 reactions and 888 catalyst types from USPTO. The task is: Predict which catalyst facilitates the given reaction. (1) Reactant: [CH3:1][Si:2]([CH:5]=[N+:6]=[N-:7])([CH3:4])[CH3:3].C([Li])CCC.[C:13]([C:15]1[CH:16]=[C:17]([C:21]2([CH3:34])[CH2:26][CH2:25][N:24]([CH2:27][CH2:28][CH2:29][CH2:30][CH2:31][CH3:32])[CH2:23][CH:22]2[CH3:33])[CH:18]=[CH:19][CH:20]=1)#[N:14]. Product: [CH2:27]([N:24]1[CH2:25][CH2:26][C:21]([CH3:34])([C:17]2[CH:18]=[CH:19][CH:20]=[C:15]([C:13]3[N:14]=[N:7][NH:6][C:5]=3[Si:2]([CH3:4])([CH3:3])[CH3:1])[CH:16]=2)[CH:22]([CH3:33])[CH2:23]1)[CH2:28][CH2:29][CH2:30][CH2:31][CH3:32]. The catalyst class is: 7. (2) Reactant: [C:1]([C:3]1[CH:4]=[C:5]([C:9]2[C:10]3[N:11]([C:28]([CH2:31][CH3:32])=[CH:29][CH:30]=3)[N:12]=[C:13]([C:22]3[CH:27]=[CH:26][CH:25]=[CH:24][CH:23]=3)[C:14]=2[CH2:15][CH2:16][CH2:17][CH2:18][C:19](O)=[O:20])[CH:6]=[CH:7][CH:8]=1)#[N:2].Cl.CN(C)[CH2:36][CH2:37][CH2:38][N:39]=[C:40]=[N:41]CC.Cl[CH2:46]Cl. Product: [C:1]([C:3]1[CH:4]=[C:5]([C:9]2[C:10]3[N:11]([C:28]([CH2:31][CH3:32])=[CH:29][CH:30]=3)[N:12]=[C:13]([C:22]3[CH:23]=[CH:24][CH:25]=[CH:26][CH:27]=3)[C:14]=2[CH2:15][CH2:16][CH2:17][CH2:18][C:19]([NH:41][C:40]2[CH:46]=[CH:36][CH:37]=[CH:38][N:39]=2)=[O:20])[CH:6]=[CH:7][CH:8]=1)#[N:2]. The catalyst class is: 777. (3) Reactant: [CH3:1][C:2]1[CH:7]=[CH:6][C:5]([S:8](Cl)(=[O:10])=[O:9])=[CH:4][CH:3]=1.[O:12]1[CH:16]=[CH:15][CH:14]=[C:13]1[CH2:17][CH2:18][OH:19].N1C=CC=CC=1.Cl. Product: [CH3:1][C:2]1[CH:7]=[CH:6][C:5]([S:8]([O:19][CH2:18][CH2:17][C:13]2[O:12][CH:16]=[CH:15][CH:14]=2)(=[O:10])=[O:9])=[CH:4][CH:3]=1. The catalyst class is: 22. (4) Reactant: [CH2:1]([C:3]1[N:7]([C:8]2[N:16]=[C:15]3[C:11]([N:12]=[C:13]([CH:18]=O)[N:14]3[CH3:17])=[C:10]([N:20]3[CH2:25][CH2:24][O:23][CH2:22][CH2:21]3)[N:9]=2)[C:6]2[CH:26]=[CH:27][CH:28]=[CH:29][C:5]=2[N:4]=1)[CH3:2].[NH:30]1[CH2:33][CH:32]([N:34]2[CH2:38][CH2:37][C@H:36]([F:39])[CH2:35]2)[CH2:31]1.C(O[BH-](OC(=O)C)OC(=O)C)(=O)C.[Na+]. Product: [CH2:1]([C:3]1[N:7]([C:8]2[N:16]=[C:15]3[C:11]([N:12]=[C:13]([CH2:18][N:30]4[CH2:33][CH:32]([N:34]5[CH2:38][CH2:37][C@H:36]([F:39])[CH2:35]5)[CH2:31]4)[N:14]3[CH3:17])=[C:10]([N:20]3[CH2:21][CH2:22][O:23][CH2:24][CH2:25]3)[N:9]=2)[C:6]2[CH:26]=[CH:27][CH:28]=[CH:29][C:5]=2[N:4]=1)[CH3:2]. The catalyst class is: 26. (5) Reactant: [N+:1]([C:4]1[CH:8]=[CH:7][NH:6][N:5]=1)([O-:3])=[O:2].[H-].[Na+].Br[CH2:12][CH2:13][O:14][CH3:15]. Product: [CH3:15][O:14][CH2:13][CH2:12][N:6]1[CH:7]=[CH:8][C:4]([N+:1]([O-:3])=[O:2])=[N:5]1. The catalyst class is: 42.